Task: Binary Classification. Given a drug SMILES string, predict its activity (active/inactive) in a high-throughput screening assay against a specified biological target.. Dataset: KCNQ2 potassium channel screen with 302,405 compounds (1) The compound is S(c1n(C(C)C)c2c(n(c(=O)[nH]c2=O)C)n1)CCCc1ccccc1. The result is 0 (inactive). (2) The drug is Clc1ccc(C(=O)/C=C\Nc2cc(ccc2)C)cc1. The result is 0 (inactive). (3) The molecule is O=C1N(CC1(C)C)c1ccc(cc1)C(=O)C. The result is 0 (inactive). (4) The drug is Brc1cc2=C(NNC(=S)Nc3ccc(F)cc3)C(=O)N=c2cc1. The result is 0 (inactive). (5) The molecule is O=C(Nc1c(OC)cc(NC(=O)c2ccccc2)c(OC)c1)CN1CCCCC1. The result is 0 (inactive).